From a dataset of Full USPTO retrosynthesis dataset with 1.9M reactions from patents (1976-2016). Predict the reactants needed to synthesize the given product. (1) Given the product [CH:25]1([CH2:31][C:32]([NH:34][C:35](=[S:36])[NH:24][C:4]2[CH:5]=[CH:6][C:7]([O:8][C:9]3[CH:14]=[CH:13][N:12]=[C:11]4[CH:15]=[C:16]([C:18]5[N:19]([CH3:23])[CH:20]=[CH:21][N:22]=5)[S:17][C:10]=34)=[C:2]([F:1])[CH:3]=2)=[O:33])[CH2:30][CH2:29][CH2:28][CH2:27][CH2:26]1, predict the reactants needed to synthesize it. The reactants are: [F:1][C:2]1[CH:3]=[C:4]([NH2:24])[CH:5]=[CH:6][C:7]=1[O:8][C:9]1[CH:14]=[CH:13][N:12]=[C:11]2[CH:15]=[C:16]([C:18]3[N:19]([CH3:23])[CH:20]=[CH:21][N:22]=3)[S:17][C:10]=12.[CH:25]1([CH2:31][C:32]([N:34]=[C:35]=[S:36])=[O:33])[CH2:30][CH2:29][CH2:28][CH2:27][CH2:26]1. (2) The reactants are: [Br:1][C:2]1[S:28][C:5]2[N:6]=[C:7]([CH2:17]SC3N=CN=C4C=3N=CN4)[N:8]([C:11]3[CH:16]=[CH:15][CH:14]=[CH:13][CH:12]=3)[C:9](=[O:10])[C:4]=2[CH:3]=1.BrC1SC2N=C(CBr)N(C3C=CC=CC=3)C(=O)C=2C=1.[N:48]1[C:56]([NH2:57])=[C:55]2[C:51]([N:52]=[CH:53][NH:54]2)=[N:50][CH:49]=1.C(=O)([O-])[O-].[K+].[K+]. Given the product [NH2:57][C:56]1[N:48]=[CH:49][N:50]=[C:51]2[C:55]=1[N:54]=[CH:53][N:52]2[CH2:17][C:7]1[N:8]([C:11]2[CH:12]=[CH:13][CH:14]=[CH:15][CH:16]=2)[C:9](=[O:10])[C:4]2[CH:3]=[C:2]([Br:1])[S:28][C:5]=2[N:6]=1, predict the reactants needed to synthesize it. (3) Given the product [Cl:1][C:2]1[C:10]2[N:9]=[C:8]3[N:11]([C:15]4[C:20]([Cl:21])=[CH:19][C:18]([Cl:22])=[CH:17][C:16]=4[Cl:23])[CH2:12][CH2:13][CH2:14][N:7]3[C:6]=2[C:5]([CH:24]([Cl:32])[C:25]([F:28])([F:27])[F:26])=[CH:4][CH:3]=1, predict the reactants needed to synthesize it. The reactants are: [Cl:1][C:2]1[C:10]2[N:9]=[C:8]3[N:11]([C:15]4[C:20]([Cl:21])=[CH:19][C:18]([Cl:22])=[CH:17][C:16]=4[Cl:23])[CH2:12][CH2:13][CH2:14][N:7]3[C:6]=2[C:5]([CH:24](O)[C:25]([F:28])([F:27])[F:26])=[CH:4][CH:3]=1.S(Cl)([Cl:32])=O.CN(C)C=O. (4) Given the product [CH3:1][O:2][C:3](=[O:26])[C:4]1[CH:9]=[C:8]([NH:40][CH:36]2[CH2:37][CH2:38][CH2:39][N:34]([C:32]([O:31][C:27]([CH3:30])([CH3:29])[CH3:28])=[O:33])[CH2:35]2)[CH:7]=[N:6][C:5]=1[O:11][C:12]1[CH:17]=[CH:16][C:15]([O:18][C:19]2[CH:24]=[CH:23][CH:22]=[C:21]([F:25])[CH:20]=2)=[CH:14][CH:13]=1, predict the reactants needed to synthesize it. The reactants are: [CH3:1][O:2][C:3](=[O:26])[C:4]1[CH:9]=[C:8](I)[CH:7]=[N:6][C:5]=1[O:11][C:12]1[CH:17]=[CH:16][C:15]([O:18][C:19]2[CH:24]=[CH:23][CH:22]=[C:21]([F:25])[CH:20]=2)=[CH:14][CH:13]=1.[C:27]([O:31][C:32]([N:34]1[CH2:39][CH2:38][CH2:37][CH:36]([NH2:40])[CH2:35]1)=[O:33])([CH3:30])([CH3:29])[CH3:28].C(=O)([O-])[O-].[Cs+].[Cs+]. (5) Given the product [N+:23]([C:20]1[CH:19]=[CH:18][C:17]([O:16][C:14]2[CH:13]=[CH:12][N:11]=[C:10]([NH:9][C:8]([N:35]3[CH2:36][CH2:37][CH:32]([N:27]4[CH2:31][CH2:30][CH2:29][CH2:28]4)[CH2:33][CH2:34]3)=[O:26])[CH:15]=2)=[CH:22][CH:21]=1)([O-:25])=[O:24], predict the reactants needed to synthesize it. The reactants are: C1(O[C:8](=[O:26])[NH:9][C:10]2[CH:15]=[C:14]([O:16][C:17]3[CH:22]=[CH:21][C:20]([N+:23]([O-:25])=[O:24])=[CH:19][CH:18]=3)[CH:13]=[CH:12][N:11]=2)C=CC=CC=1.[N:27]1([CH:32]2[CH2:37][CH2:36][NH:35][CH2:34][CH2:33]2)[CH2:31][CH2:30][CH2:29][CH2:28]1. (6) Given the product [N+:18]([C:13]1[CH:14]=[CH:15][CH:16]=[CH:17][C:12]=1[C:9]1[S:5][C:4]([NH:3][C:2]([NH2:1])=[NH:7])=[N:6][CH:10]=1)([O-:20])=[O:19], predict the reactants needed to synthesize it. The reactants are: [NH2:1][C:2](=[NH:7])[NH:3][C:4]([NH2:6])=[S:5].Br[CH:9]([C:12]1[CH:17]=[CH:16][CH:15]=[CH:14][C:13]=1[N+:18]([O-:20])=[O:19])[CH:10]=O. (7) The reactants are: C(OC(=O)[NH:7][C@H:8]([C:14]([N:16]1[CH2:20][C:19]([F:22])([F:21])[C:18]([F:24])([F:23])[CH2:17]1)=[O:15])[CH2:9][CH2:10][CH2:11][CH2:12][NH2:13])(C)(C)C.[O:26]([CH2:33][C:34]([Cl:36])=[O:35])[C:27]1[CH:32]=[CH:31][CH:30]=[CH:29][CH:28]=1. Given the product [ClH:36].[NH2:7][C@H:8]([C:14](=[O:15])[N:16]1[CH2:17][C:18]([F:23])([F:24])[C:19]([F:21])([F:22])[CH2:20]1)[CH2:9][CH2:10][CH2:11][CH2:12][NH:13][C:34](=[O:35])[CH2:33][O:26][C:27]1[CH:32]=[CH:31][CH:30]=[CH:29][CH:28]=1, predict the reactants needed to synthesize it.